From a dataset of Catalyst prediction with 721,799 reactions and 888 catalyst types from USPTO. Predict which catalyst facilitates the given reaction. (1) Reactant: C[O:2][C:3]1[CH:4]=[CH:5][CH:6]=[C:7]2[C:12]=1[CH2:11][C@@H:10]([N:13]([CH2:21][CH2:22][CH3:23])[CH2:14][CH2:15][C:16]1[S:17][CH:18]=[CH:19][CH:20]=1)[CH2:9][CH2:8]2.CN(C)CC. Product: [OH:2][C:3]1[CH:4]=[CH:5][CH:6]=[C:7]2[C:12]=1[CH2:11][C@@H:10]([N:13]([CH2:21][CH2:22][CH3:23])[CH2:14][CH2:15][C:16]1[S:17][CH:18]=[CH:19][CH:20]=1)[CH2:9][CH2:8]2. The catalyst class is: 195. (2) Reactant: [OH-].[K+].[CH2:3]1[CH:5]2[CH2:6][C:7]3[C:8]([C:12]([O:14][CH2:15][CH3:16])=[O:13])=[N:9][NH:10][C:11]=3[CH:4]12.Br[CH2:18][CH:19]1[CH2:24][CH2:23][O:22][CH2:21][CH2:20]1.CC(OCC1C2C(=CC=CC=2)C(COC(C)=O)=C2C=1C=CC=C2)=O. Product: [O:22]1[CH2:23][CH2:24][CH:19]([CH2:18][N:10]2[C:11]3[C@@H:4]4[CH2:3][C@@H:5]4[CH2:6][C:7]=3[C:8]([C:12]([O:14][CH2:15][CH3:16])=[O:13])=[N:9]2)[CH2:20][CH2:21]1. The catalyst class is: 16. (3) Reactant: [BH4-].[Li+].CO.[F:5][C:6]([F:26])([F:25])[O:7][C:8]1[CH:13]=[CH:12][C:11]([C:14]2[N:19]=[C:18]([C:20](OCC)=[O:21])[CH:17]=[CH:16][N:15]=2)=[CH:10][CH:9]=1. Product: [F:26][C:6]([F:5])([F:25])[O:7][C:8]1[CH:13]=[CH:12][C:11]([C:14]2[N:19]=[C:18]([CH2:20][OH:21])[CH:17]=[CH:16][N:15]=2)=[CH:10][CH:9]=1. The catalyst class is: 7. (4) Reactant: Cl[C:2]1[C:3](=[O:21])[N:4]([CH2:17][CH:18]([CH3:20])[CH3:19])[C:5]([C:9]2[C:14]([F:15])=[CH:13][CH:12]=[CH:11][C:10]=2[F:16])=[C:6]([Cl:8])[N:7]=1.[NH:22]1[CH:26]=[CH:25][CH:24]=[N:23]1.C(=O)([O-])[O-].[K+].[K+]. Product: [Cl:8][C:6]1[N:7]=[C:2]([N:22]2[CH:26]=[CH:25][CH:24]=[N:23]2)[C:3](=[O:21])[N:4]([CH2:17][CH:18]([CH3:20])[CH3:19])[C:5]=1[C:9]1[C:14]([F:15])=[CH:13][CH:12]=[CH:11][C:10]=1[F:16]. The catalyst class is: 9. (5) Reactant: [I-].[CH3:2][O:3][C:4]([C:6]1[CH:7]=[N+:8]([CH3:12])[CH:9]=[CH:10][CH:11]=1)=[O:5].C(N(CC)CC)C. Product: [CH3:12][N:8]1[CH2:9][CH2:10][CH2:11][C:6]([C:4]([O:3][CH3:2])=[O:5])=[CH:7]1. The catalyst class is: 19. (6) Reactant: C[O:2][C:3]1[CH:8]=[CH:7][C:6]([N:9]2[C:17]3[CH:16]=[CH:15][N:14]=[CH:13][C:12]=3[N:11]=[C:10]2[C:18]2[C:19]([NH2:23])=[N:20][O:21][N:22]=2)=[CH:5][CH:4]=1.B(Br)(Br)Br. Product: [NH2:23][C:19]1[C:18]([C:10]2[N:9]([C:6]3[CH:7]=[CH:8][C:3]([OH:2])=[CH:4][CH:5]=3)[C:17]3[CH:16]=[CH:15][N:14]=[CH:13][C:12]=3[N:11]=2)=[N:22][O:21][N:20]=1. The catalyst class is: 4. (7) Reactant: [OH-:1].[K+].[NH2:3]O.Cl.[CH3:6][N:7]1[C:11]2[CH:12]=[CH:13][CH:14]=[CH:15][C:10]=2[N:9]=[C:8]1[N:16]([C:29]1[CH:34]=[CH:33][CH:32]=[CH:31][N:30]=1)[CH2:17][CH2:18][CH2:19][CH2:20][CH2:21][CH2:22][CH2:23][C:24](OCC)=[O:25]. Product: [NH2:3][OH:1].[OH:1][NH:3][C:24](=[O:25])[CH2:23][CH2:22][CH2:21][CH2:20][CH2:19][CH2:18][CH2:17][N:16]([C:8]1[N:7]([CH3:6])[C:11]2[CH:12]=[CH:13][CH:14]=[CH:15][C:10]=2[N:9]=1)[C:29]1[CH:34]=[CH:33][CH:32]=[CH:31][N:30]=1. The catalyst class is: 5.